This data is from Peptide-MHC class I binding affinity with 185,985 pairs from IEDB/IMGT. The task is: Regression. Given a peptide amino acid sequence and an MHC pseudo amino acid sequence, predict their binding affinity value. This is MHC class I binding data. The peptide sequence is NFINFIKVL. The MHC is HLA-A23:01 with pseudo-sequence HLA-A23:01. The binding affinity (normalized) is 0.358.